This data is from NCI-60 drug combinations with 297,098 pairs across 59 cell lines. The task is: Regression. Given two drug SMILES strings and cell line genomic features, predict the synergy score measuring deviation from expected non-interaction effect. (1) Drug 1: CCC1=C2CN3C(=CC4=C(C3=O)COC(=O)C4(CC)O)C2=NC5=C1C=C(C=C5)O. Drug 2: CN(C(=O)NC(C=O)C(C(C(CO)O)O)O)N=O. Cell line: K-562. Synergy scores: CSS=44.6, Synergy_ZIP=-8.47, Synergy_Bliss=-7.31, Synergy_Loewe=-0.976, Synergy_HSA=-0.276. (2) Drug 1: CCCCCOC(=O)NC1=NC(=O)N(C=C1F)C2C(C(C(O2)C)O)O. Drug 2: COCCOC1=C(C=C2C(=C1)C(=NC=N2)NC3=CC=CC(=C3)C#C)OCCOC.Cl. Cell line: SR. Synergy scores: CSS=1.15, Synergy_ZIP=0.636, Synergy_Bliss=2.98, Synergy_Loewe=-1.24, Synergy_HSA=-0.227. (3) Drug 1: C1=CC(=CC=C1CCC2=CNC3=C2C(=O)NC(=N3)N)C(=O)NC(CCC(=O)O)C(=O)O. Drug 2: CC1=C(C(=O)C2=C(C1=O)N3CC4C(C3(C2COC(=O)N)OC)N4)N. Cell line: HOP-92. Synergy scores: CSS=19.2, Synergy_ZIP=4.71, Synergy_Bliss=7.39, Synergy_Loewe=5.66, Synergy_HSA=6.51.